This data is from Catalyst prediction with 721,799 reactions and 888 catalyst types from USPTO. The task is: Predict which catalyst facilitates the given reaction. (1) The catalyst class is: 1. Product: [I-:15].[F:1][C:2]1[CH:10]=[C:9]2[C:5]([C:6]([CH2:11][N+:12]([CH3:16])([CH3:14])[CH3:13])=[CH:7][NH:8]2)=[CH:4][CH:3]=1. Reactant: [F:1][C:2]1[CH:10]=[C:9]2[C:5]([C:6]([CH2:11][N:12]([CH3:14])[CH3:13])=[CH:7][NH:8]2)=[CH:4][CH:3]=1.[I:15][CH3:16]. (2) Reactant: [C:1]([C:3]1[CH:8]=[CH:7][C:6]([CH3:9])=[CH:5][C:4]=1[NH:10][C:11](=O)[C:12]1[C:17]([CH3:18])=[CH:16][CH:15]=[CH:14][C:13]=1[O:19][CH3:20])#[N:2].[OH-:22].[Na+].OO. Product: [CH3:20][O:19][C:13]1[CH:14]=[CH:15][CH:16]=[C:17]([CH3:18])[C:12]=1[C:11]1[NH:2][C:1](=[O:22])[C:3]2[C:4](=[CH:5][C:6]([CH3:9])=[CH:7][CH:8]=2)[N:10]=1. The catalyst class is: 14. (3) Reactant: [F:1][CH:2]([F:46])[C:3]1[CH:12]=[C:11]2[C:6]([CH2:7][CH2:8][CH2:9][N:10]2[C:13]2[C:17]3[CH2:18][N:19](C(OC(C)(C)C)=O)[CH2:20][CH2:21][C:16]=3[N:15]([CH:29]3[CH2:34][CH2:33][N:32]([CH2:35][C:36]([F:39])([F:38])[F:37])[CH2:31][CH2:30]3)[N:14]=2)=[CH:5][C:4]=1[C:40]1[CH:41]=[N:42][N:43]([CH3:45])[CH:44]=1.FC(F)(F)C(O)=O. Product: [F:46][CH:2]([F:1])[C:3]1[CH:12]=[C:11]2[C:6]([CH2:7][CH2:8][CH2:9][N:10]2[C:13]2[C:17]3[CH2:18][NH:19][CH2:20][CH2:21][C:16]=3[N:15]([CH:29]3[CH2:34][CH2:33][N:32]([CH2:35][C:36]([F:37])([F:39])[F:38])[CH2:31][CH2:30]3)[N:14]=2)=[CH:5][C:4]=1[C:40]1[CH:41]=[N:42][N:43]([CH3:45])[CH:44]=1. The catalyst class is: 2. (4) Reactant: [NH2:1][C:2]1[CH:7]=[CH:6][C:5]([C:8]2[N:9]([CH:20]3[CH2:22][CH2:21]3)[C:10]3[C:15]([C:16]=2[C:17]#[N:18])=[CH:14][CH:13]=[C:12]([OH:19])[CH:11]=3)=[CH:4][CH:3]=1.C([O-])([O-])=O.[K+].[K+].[O:29]1[CH2:33][CH2:32][CH2:31][CH:30]1OS(C1C=CC(C)=CC=1)(=O)=O. Product: [NH2:1][C:2]1[CH:7]=[CH:6][C:5]([C:8]2[N:9]([CH:20]3[CH2:21][CH2:22]3)[C:10]3[C:15]([C:16]=2[C:17]#[N:18])=[CH:14][CH:13]=[C:12]([O:19][CH:30]2[CH2:31][CH2:32][CH2:33][O:29]2)[CH:11]=3)=[CH:4][CH:3]=1. The catalyst class is: 10.